From a dataset of Forward reaction prediction with 1.9M reactions from USPTO patents (1976-2016). Predict the product of the given reaction. (1) Given the reactants COC1C=C(C=C([N+]([O-])=O)C=1OC)C(Cl)=NC.N1NN=NC=1[C:23]1[C:24]([C:29]([F:32])([F:31])[F:30])=[N:25][CH:26]=[CH:27][CH:28]=1, predict the reaction product. The product is: [F:30][C:29]([F:32])([F:31])[C:24]1[CH:23]=[CH:28][CH:27]=[CH:26][N:25]=1. (2) The product is: [C:1]([Cl:12])(=[O:9])[C:2]1[CH:7]=[CH:6][CH:5]=[CH:4][CH:3]=1. Given the reactants [C:1]([OH:9])(=O)[C:2]1[CH:7]=[CH:6][CH:5]=[CH:4][CH:3]=1.S(Cl)([Cl:12])=O, predict the reaction product. (3) Given the reactants [O:1]([C:8]1[CH:28]=[CH:27][C:11]([O:12][C:13]2[CH:18]=[CH:17][N:16]=[CH:15][C:14]=2[C:19]2[CH:20]=[C:21]([CH2:25][NH2:26])[CH:22]=[CH:23][CH:24]=2)=[CH:10][CH:9]=1)[C:2]1[CH:7]=[CH:6][CH:5]=[CH:4][CH:3]=1.[C:29](O)(=[O:33])/[CH:30]=[CH:31]/[CH3:32], predict the reaction product. The product is: [O:1]([C:8]1[CH:9]=[CH:10][C:11]([O:12][C:13]2[CH:18]=[CH:17][N:16]=[CH:15][C:14]=2[C:19]2[CH:20]=[C:21]([CH:22]=[CH:23][CH:24]=2)[CH2:25][NH:26][C:29](=[O:33])/[CH:30]=[CH:31]/[CH3:32])=[CH:27][CH:28]=1)[C:2]1[CH:7]=[CH:6][CH:5]=[CH:4][CH:3]=1. (4) Given the reactants [CH3:1][C:2]1([CH3:10])[O:7][C:6](=[O:8])[CH2:5][C:4](=[O:9])[O:3]1.CCN=C=NCCCN(C)C.Cl.[F:23][C:24]1[CH:32]=[CH:31][C:27]([C:28](O)=[O:29])=[CH:26][CH:25]=1, predict the reaction product. The product is: [F:23][C:24]1[CH:32]=[CH:31][C:27]([C:28]([CH:5]2[C:6](=[O:8])[O:7][C:2]([CH3:10])([CH3:1])[O:3][C:4]2=[O:9])=[O:29])=[CH:26][CH:25]=1.